From a dataset of Peptide-MHC class II binding affinity with 134,281 pairs from IEDB. Regression. Given a peptide amino acid sequence and an MHC pseudo amino acid sequence, predict their binding affinity value. This is MHC class II binding data. The peptide sequence is DEYVEQVAQYKALPV. The MHC is DRB1_0901 with pseudo-sequence DRB1_0901. The binding affinity (normalized) is 0.568.